This data is from Peptide-MHC class I binding affinity with 185,985 pairs from IEDB/IMGT. The task is: Regression. Given a peptide amino acid sequence and an MHC pseudo amino acid sequence, predict their binding affinity value. This is MHC class I binding data. (1) The peptide sequence is NSSKVSQNY. The MHC is HLA-A24:02 with pseudo-sequence HLA-A24:02. The binding affinity (normalized) is 0. (2) The peptide sequence is LYHFANYNF. The MHC is HLA-A30:02 with pseudo-sequence HLA-A30:02. The binding affinity (normalized) is 0.383.